From a dataset of NCI-60 drug combinations with 297,098 pairs across 59 cell lines. Regression. Given two drug SMILES strings and cell line genomic features, predict the synergy score measuring deviation from expected non-interaction effect. (1) Drug 1: C1=C(C(=O)NC(=O)N1)N(CCCl)CCCl. Drug 2: C#CCC(CC1=CN=C2C(=N1)C(=NC(=N2)N)N)C3=CC=C(C=C3)C(=O)NC(CCC(=O)O)C(=O)O. Cell line: SF-539. Synergy scores: CSS=44.2, Synergy_ZIP=-4.86, Synergy_Bliss=-7.01, Synergy_Loewe=-58.6, Synergy_HSA=-5.39. (2) Drug 1: CC1OCC2C(O1)C(C(C(O2)OC3C4COC(=O)C4C(C5=CC6=C(C=C35)OCO6)C7=CC(=C(C(=C7)OC)O)OC)O)O. Drug 2: B(C(CC(C)C)NC(=O)C(CC1=CC=CC=C1)NC(=O)C2=NC=CN=C2)(O)O. Cell line: LOX IMVI. Synergy scores: CSS=27.5, Synergy_ZIP=-1.28, Synergy_Bliss=-2.63, Synergy_Loewe=0.00288, Synergy_HSA=0.0856. (3) Drug 1: CC(CN1CC(=O)NC(=O)C1)N2CC(=O)NC(=O)C2. Drug 2: CN1C(=O)N2C=NC(=C2N=N1)C(=O)N. Cell line: IGROV1. Synergy scores: CSS=14.2, Synergy_ZIP=-5.44, Synergy_Bliss=-4.41, Synergy_Loewe=-8.73, Synergy_HSA=-5.70. (4) Drug 1: CCC(=C(C1=CC=CC=C1)C2=CC=C(C=C2)OCCN(C)C)C3=CC=CC=C3.C(C(=O)O)C(CC(=O)O)(C(=O)O)O. Drug 2: C(CC(=O)O)C(=O)CN.Cl. Cell line: HCT116. Synergy scores: CSS=9.30, Synergy_ZIP=-0.403, Synergy_Bliss=4.13, Synergy_Loewe=-15.7, Synergy_HSA=-2.24. (5) Drug 1: C1=CC=C(C(=C1)C(C2=CC=C(C=C2)Cl)C(Cl)Cl)Cl. Drug 2: CN(CCCl)CCCl.Cl. Cell line: SR. Synergy scores: CSS=39.8, Synergy_ZIP=0.459, Synergy_Bliss=-1.25, Synergy_Loewe=-27.4, Synergy_HSA=-1.68. (6) Synergy scores: CSS=39.2, Synergy_ZIP=-3.14, Synergy_Bliss=-4.86, Synergy_Loewe=3.67, Synergy_HSA=4.47. Drug 2: CC1=C(C(=O)C2=C(C1=O)N3CC4C(C3(C2COC(=O)N)OC)N4)N. Cell line: BT-549. Drug 1: C1=C(C(=O)NC(=O)N1)F. (7) Drug 1: CS(=O)(=O)CCNCC1=CC=C(O1)C2=CC3=C(C=C2)N=CN=C3NC4=CC(=C(C=C4)OCC5=CC(=CC=C5)F)Cl. Drug 2: C1CN(CCN1C(=O)CCBr)C(=O)CCBr. Cell line: NCI-H226. Synergy scores: CSS=9.58, Synergy_ZIP=-1.37, Synergy_Bliss=3.55, Synergy_Loewe=3.58, Synergy_HSA=3.56. (8) Drug 1: CC1=C(C=C(C=C1)NC(=O)C2=CC=C(C=C2)CN3CCN(CC3)C)NC4=NC=CC(=N4)C5=CN=CC=C5. Drug 2: CC1=C2C(C(=O)C3(C(CC4C(C3C(C(C2(C)C)(CC1OC(=O)C(C(C5=CC=CC=C5)NC(=O)C6=CC=CC=C6)O)O)OC(=O)C7=CC=CC=C7)(CO4)OC(=O)C)O)C)OC(=O)C. Cell line: SK-MEL-28. Synergy scores: CSS=12.2, Synergy_ZIP=0.261, Synergy_Bliss=5.13, Synergy_Loewe=-11.6, Synergy_HSA=-1.05. (9) Drug 1: CC1=C2C(C(=O)C3(C(CC4C(C3C(C(C2(C)C)(CC1OC(=O)C(C(C5=CC=CC=C5)NC(=O)C6=CC=CC=C6)O)O)OC(=O)C7=CC=CC=C7)(CO4)OC(=O)C)O)C)OC(=O)C. Drug 2: CC1=C(C(=O)C2=C(C1=O)N3CC4C(C3(C2COC(=O)N)OC)N4)N. Cell line: 786-0. Synergy scores: CSS=41.1, Synergy_ZIP=-6.20, Synergy_Bliss=1.03, Synergy_Loewe=-5.05, Synergy_HSA=2.20. (10) Drug 1: C1CCC(CC1)NC(=O)N(CCCl)N=O. Drug 2: CCC1=C2CN3C(=CC4=C(C3=O)COC(=O)C4(CC)O)C2=NC5=C1C=C(C=C5)O. Cell line: M14. Synergy scores: CSS=9.94, Synergy_ZIP=-1.02, Synergy_Bliss=-0.942, Synergy_Loewe=-24.0, Synergy_HSA=-1.54.